This data is from Full USPTO retrosynthesis dataset with 1.9M reactions from patents (1976-2016). The task is: Predict the reactants needed to synthesize the given product. (1) Given the product [Br:1][C:2]1[C:3]([F:11])=[C:4]([NH2:8])[CH:5]=[CH:6][CH:7]=1, predict the reactants needed to synthesize it. The reactants are: [Br:1][C:2]1[CH:7]=[CH:6][CH:5]=[C:4]([N+:8]([O-])=O)[C:3]=1[F:11].O.C(O)(=O)C. (2) Given the product [OH:1][C:2]1[CH:7]=[CH:6][CH:5]=[CH:4][C:3]=1[C:8](/[C:9](=[CH:26]\[C:18]1[CH:23]=[CH:22][C:21]([CH3:24])=[CH:20][CH:19]=1)/[C:10]([O:12][C:13]([CH3:14])([CH3:16])[CH3:15])=[O:11])=[O:17], predict the reactants needed to synthesize it. The reactants are: [OH:1][C:2]1[CH:7]=[CH:6][CH:5]=[CH:4][C:3]=1[C:8](=[O:17])[CH2:9][C:10]([O:12][C:13]([CH3:16])([CH3:15])[CH3:14])=[O:11].[C:18]1([CH3:26])[CH:23]=[CH:22][C:21]([CH:24]=O)=[CH:20][CH:19]=1.N1CCCCC1.C(O)(=O)C. (3) Given the product [Cl:9][C:6]1[CH:7]=[CH:8][C:3]([O:2][CH3:1])=[C:4]([C:26]2[CH:27]=[CH:28][C:29]([OH:35])=[C:30]([C:31]([OH:33])=[O:32])[CH:34]=2)[CH:5]=1, predict the reactants needed to synthesize it. The reactants are: [CH3:1][O:2][C:3]1[CH:8]=[CH:7][C:6]([Cl:9])=[CH:5][C:4]=1B(O)O.C(C1C=CC(B(O)O)=CC=1)(O)=O.Br[C:26]1[CH:27]=[CH:28][C:29]([OH:35])=[C:30]([CH:34]=1)[C:31]([OH:33])=[O:32].